Dataset: Experimentally validated miRNA-target interactions with 360,000+ pairs, plus equal number of negative samples. Task: Binary Classification. Given a miRNA mature sequence and a target amino acid sequence, predict their likelihood of interaction. (1) The miRNA is hsa-miR-331-5p with sequence CUAGGUAUGGUCCCAGGGAUCC. The protein sequence of the target gene is MNFLLSWVHWSLALLLYLHHAKWSQAAPMAEGGQKPHEVVKFMDVYQRSFCRPIETLVDIFQEYPDEIEFIFKPSCVPLMRCGGCCNDESLECVPTEEFNITMQIMRIKPHQSQHIGEMSFLQHNKCECRPKKDKARQENPCGPCSERRKHLFVQDPQTCKCSCKNTDSRCKARQLELNERTCRCDKPRR. Result: 0 (no interaction). (2) The protein sequence of the target gene is MGAQDRPQCHFDIEINREPVGRIMFQLFSDICPKTCKNFLCLCSGEKGLGKTTGKKLCYKGSTFHRVVKNFMIQGGDFSEGNGKGGESIYGGYFKDENFILKHDRAFLLSMANRGKHTNGSQFFITTKPAPHLDGVHVVFGLVISGFEVIEQIENLKTDAASRPYADVRVIDCGVLATKLTKDVFEKKRKKPTCSEGSDSSSRSSSSSESSSESEVERETIRRRRHKRRPKVRHAKKRRKEMSSSEEPRRKRTVSPEGYSERSDVNEKRSVDSNTKREKPVVRPEEIPPVPENRFLLRRD.... Result: 1 (interaction). The miRNA is mmu-miR-340-5p with sequence UUAUAAAGCAAUGAGACUGAUU. (3) The miRNA is hsa-miR-4516 with sequence GGGAGAAGGGUCGGGGC. The protein sequence of the target gene is MRDLRAQVTSGLLPFPEVTLQALGEDEITLESVLRGKFAAGKNGLACLACGPQLEVVNSITGERLSAYRFSGVNEQPPVVLAVKEFSWQKRTGLLIGLEETEGSVLCLYDLGISKVVKAVVLPGRVTAIEPIINHGGASASTQHLHPSLRWLFGVAAVVTDVGQILLVDLCLDDLSCNQNEVEASDLEVLTGIPAEVPHIRESVMRQGRHLCFQLVSPTGTAVSTLSYISRTNQLAVGFSDGYLALWNMKSMKREYYIQLESGQVPVYAVTFQEPENDPRNCCYLWAVQSTQDSEGDVLS.... Result: 0 (no interaction). (4) The miRNA is hsa-miR-1304-5p with sequence UUUGAGGCUACAGUGAGAUGUG. The protein sequence of the target gene is MGQNWKRQQKLWNVPQLPFIRVPPSIYDTSLLKALNQGQQRYFYSIMRIYNSRPQWEALQTRYIHSLQHQQLLGYITQREALSYALVLRDSTKRASAKVAPQRTIPRKTSAMTRRCPSVLPVSVVLPRAQSKRRQVLRN. Result: 0 (no interaction). (5) The miRNA is mmu-miR-3061-5p with sequence CAGUGGGCCGUGAAAGGUAGCC. The protein sequence of the target gene is MDFPQHSQHVLEQLNQQRQLGLLCDCTFVVDGVHFKAHKAVLAACSEYFKMLFVDQKDVVHLDISNAAGLGQVLEFMYTAKLSLSPENVDDVLAVATFLQMQDIITACHALKSLAEPATSPGGNAEALATEGGDKRAKEEKVATSTLSRLEQAGRSTPIGPSRDLKEERGGQAQSAASGAEQTEKADAPREPPPVELKPDPTSGMAAAEAEAALSESSEQEMEVEPARKGEEEQKEQEEQEEEGAGPAEVKEEGSQLENGEAPEENENEESAGTDSGQELGSEARGLRSGTYGDRTESKA.... Result: 0 (no interaction). (6) Result: 0 (no interaction). The protein sequence of the target gene is MSDPCGTKPVQESNPTMSLWSLEDRHSSQGRPQPDQDPVAKEAPTSELQMKVDFFRKLGYSSSEIHSVLQKLGVQADTNTVLGELVKHGSATERECQALTAPSPQPPLVPRGGSTPKPSTLEPSLPEEDREGSDLRPVVIDGSNVAMSHGNKEVFSCRGILLAVNWFLERGHTDITVFVPSWRKEQPRPDVPITDQHILRELEKKKILVFTPSRRVGGKRVVCYDDRFIVKLAFESDGVVVSNDTYRDLQGERQEWKRFIEERLLMYSFVNDKFMPPDDPLGRHGPSLDNFLRKKPLPSE.... The miRNA is hsa-miR-4779 with sequence UAGGAGGGAAUAGUAAAAGCAG.